From a dataset of Full USPTO retrosynthesis dataset with 1.9M reactions from patents (1976-2016). Predict the reactants needed to synthesize the given product. (1) Given the product [Br:1][C:2]1[CH:29]=[CH:28][C:5]([O:6][C:7]2[C:16]3[C:11](=[CH:12][C:13]([O:19][CH2:20][CH2:21][CH2:22][N:23]([CH3:33])[S:24]([CH3:27])(=[O:26])=[O:25])=[C:14]([O:17][CH3:18])[CH:15]=3)[N:10]=[CH:9][N:8]=2)=[C:4]([F:30])[CH:3]=1, predict the reactants needed to synthesize it. The reactants are: [Br:1][C:2]1[CH:29]=[CH:28][C:5]([O:6][C:7]2[C:16]3[C:11](=[CH:12][C:13]([O:19][CH2:20][CH2:21][CH2:22][NH:23][S:24]([CH3:27])(=[O:26])=[O:25])=[C:14]([O:17][CH3:18])[CH:15]=3)[N:10]=[CH:9][N:8]=2)=[C:4]([F:30])[CH:3]=1.[H-].[Na+].[CH3:33]I. (2) Given the product [CH3:94][O:95][CH:93]1[CH2:89][N:88]([C:85]([C:40]2[N:9]=[C:10]([N:13]3[CH2:14][CH:15]([S:17][C:60]4[C@H:61]([CH3:84])[C@@H:62]5[C@@H:79]([C@H:80]([OH:82])[CH3:81])[C:78](=[O:83])[N:63]5[C:64]=4[C:65]([O:67][CH2:68][C:69]4[CH:74]=[CH:73][C:72]([N+:75]([O-:77])=[O:76])=[CH:71][CH:70]=4)=[O:66])[CH2:16]3)[O:42][CH:39]=2)=[O:102])[CH2:91]1, predict the reactants needed to synthesize it. The reactants are: [Na+].C1(=O)N(CC2[N:9]=[C:10]([N:13]3[CH2:16][CH:15]([S:17]C4[C@H](C)[C@@H]5[C@@H]([C@H](O)C)C(=O)N5C=4C([O-])=O)[CH2:14]3)SC=2)C(=O)C2=CC=CC=C12.[C:39]([OH:42])(=O)[CH3:40].NN.C1(P(O[C:60]2[C@H:61]([CH3:84])[C@H:62]3[C@@H:79]([C@H:80]([OH:82])[CH3:81])[C:78](=[O:83])[N:63]3[C:64]=2[C:65]([O:67][CH2:68][C:69]2[CH:74]=[CH:73][C:72]([N+:75]([O-:77])=[O:76])=[CH:71][CH:70]=2)=[O:66])(C2C=CC=CC=2)=O)C=CC=CC=1.[CH:85]([N:88]([CH:91]([CH3:93])C)[CH2:89]C)(C)C.[C:94](=O)([O-])[OH:95].[Na+].CN(C)C=[O:102]. (3) Given the product [O:50]=[C:51]1[NH:55][C:54]2[CH:56]=[CH:57][C:58]([C:60]3[CH:61]=[C:62]([NH:66][C:23]([C:18]4[C:19](=[O:22])[O:20][C:21]5[C:16]([CH:17]=4)=[CH:15][CH:14]=[CH:13][C:12]=5[O:11][CH3:10])=[O:25])[CH:63]=[CH:64][CH:65]=3)=[CH:59][C:53]=2[NH:52]1, predict the reactants needed to synthesize it. The reactants are: CCN(C(C)C)C(C)C.[CH3:10][O:11][C:12]1[CH:13]=[CH:14][CH:15]=[C:16]2[C:21]=1[O:20][C:19](=[O:22])[C:18]([C:23]([OH:25])=O)=[CH:17]2.CN(C(ON1N=NC2C=CC=NC1=2)=[N+](C)C)C.F[P-](F)(F)(F)(F)F.[O:50]=[C:51]1[NH:55][C:54]2[CH:56]=[CH:57][C:58]([C:60]3[CH:61]=[C:62]([NH2:66])[CH:63]=[CH:64][CH:65]=3)=[CH:59][C:53]=2[NH:52]1. (4) Given the product [Cl:1][C:2]1[C:10]2[N:9]=[C:8]([NH:11][C:12]3[C:13]([CH3:18])=[N:14][O:15][C:16]=3[CH3:17])[N:7]([CH2:19][CH2:20][CH2:21][CH2:22][OH:23])[C:6]=2[C:5]([CH:27]([CH2:30][CH3:31])[CH2:28][CH3:29])=[CH:4][CH:3]=1, predict the reactants needed to synthesize it. The reactants are: [Cl:1][C:2]1[C:10]2[N:9]=[C:8]([NH:11][C:12]3[C:13]([CH3:18])=[N:14][O:15][C:16]=3[CH3:17])[N:7]([CH2:19][CH2:20][CH2:21][C:22](OCC)=[O:23])[C:6]=2[C:5]([CH:27]([CH2:30][CH3:31])[CH2:28][CH3:29])=[CH:4][CH:3]=1.[BH4-].[Li+].O. (5) Given the product [P:1]([OH:11])([OH:3])([O:19][C:20]1[CH:25]=[CH:24][CH:23]=[C:22]([C:26]2[NH:27][C:28]3[C:33]([C:34](=[O:36])[CH:35]=2)=[CH:32][C:31]([N:37]2[CH2:38][CH2:39][CH2:40][CH2:41]2)=[CH:30][CH:29]=3)[CH:21]=1)=[O:2], predict the reactants needed to synthesize it. The reactants are: [P:1]([O:19][C:20]1[CH:25]=[CH:24][CH:23]=[C:22]([C:26]2[NH:27][C:28]3[C:33]([C:34](=[O:36])[CH:35]=2)=[CH:32][C:31]([N:37]2[CH2:41][CH2:40][CH2:39][CH2:38]2)=[CH:30][CH:29]=3)[CH:21]=1)([O:11]CC1C=CC=CC=1)([O:3]CC1C=CC=CC=1)=[O:2]. (6) Given the product [C:49]([C:48]1[CH:47]=[C:46]([CH:53]=[CH:52][CH:51]=1)[CH2:45][N:43]1[CH:44]=[C:40]([C:2]2[C:10]3[C:5](=[N:6][CH:7]=[C:8]([C:11]4[CH:12]=[C:13]([NH:17][S:18]([CH3:21])(=[O:20])=[O:19])[CH:14]=[CH:15][CH:16]=4)[CH:9]=3)[N:4]([S:22]([C:25]3[CH:31]=[CH:30][C:28]([CH3:29])=[CH:27][CH:26]=3)(=[O:24])=[O:23])[CH:3]=2)[CH:41]=[N:42]1)#[N:50], predict the reactants needed to synthesize it. The reactants are: I[C:2]1[C:10]2[C:5](=[N:6][CH:7]=[C:8]([C:11]3[CH:12]=[C:13]([NH:17][S:18]([CH3:21])(=[O:20])=[O:19])[CH:14]=[CH:15][CH:16]=3)[CH:9]=2)[N:4]([S:22]([C:25]2[CH:31]=[CH:30][C:28]([CH3:29])=[CH:27][CH:26]=2)(=[O:24])=[O:23])[CH:3]=1.CC1(C)C(C)(C)OB([C:40]2[CH:41]=[N:42][N:43]([CH2:45][C:46]3[CH:47]=[C:48]([CH:51]=[CH:52][CH:53]=3)[C:49]#[N:50])[CH:44]=2)O1.C(=O)([O-])[O-].[Na+].[Na+]. (7) Given the product [CH3:15][N:16]([CH3:20])[CH2:17][CH2:18][N:8]([CH3:9])[C:7]1[CH:6]=[CH:5][C:4]([N+:1]([O-:3])=[O:2])=[CH:11][CH:10]=1, predict the reactants needed to synthesize it. The reactants are: [N+:1]([C:4]1[CH:11]=[CH:10][C:7]([NH:8][CH3:9])=[CH:6][CH:5]=1)([O-:3])=[O:2].[H-].[Na+].Cl.[CH3:15][N:16]([CH3:20])[CH2:17][CH2:18]Cl. (8) Given the product [NH2:4][C:3]1[CH:5]=[CH:6][C:7]([S:9]([CH3:12])(=[O:11])=[O:10])=[CH:8][C:2]=1[C:14]#[N:15], predict the reactants needed to synthesize it. The reactants are: Cl[C:2]1[CH:8]=[C:7]([S:9]([CH3:12])(=[O:11])=[O:10])[CH:6]=[CH:5][C:3]=1[NH2:4].[Cu][C:14]#[N:15].N.O.